This data is from Forward reaction prediction with 1.9M reactions from USPTO patents (1976-2016). The task is: Predict the product of the given reaction. (1) Given the reactants C([O:8][C:9](=[O:78])[CH2:10][C@@H:11]([C:23](=[O:77])[NH:24][CH2:25][CH2:26][CH2:27][NH:28][C@@H:29]([C@H:37]([CH:39]1[C@@H:43]([O:44][Si:45]([C:48]([CH3:51])([CH3:50])[CH3:49])([CH3:47])[CH3:46])[C@@H:42]([O:52][Si:53]([C:56]([CH3:59])([CH3:58])[CH3:57])([CH3:55])[CH3:54])[C@H:41]([N:60]2[CH:65]=[CH:64][C:63](=[O:66])[N:62]([CH2:67][C:68]3[CH:73]=[CH:72][C:71]([O:74][CH3:75])=[CH:70][CH:69]=3)[C:61]2=[O:76])[O:40]1)[OH:38])[C:30]([O:32][C:33]([CH3:36])([CH3:35])[CH3:34])=[O:31])[NH:12]C(=O)OCC1C=CC=CC=1)C1C=CC=CC=1, predict the reaction product. The product is: [NH2:12][C@H:11]([C:23]([NH:24][CH2:25][CH2:26][CH2:27][NH:28][C@H:29]([C:30]([O:32][C:33]([CH3:36])([CH3:35])[CH3:34])=[O:31])[C@@H:37]([CH:39]1[C@@H:43]([O:44][Si:45]([C:48]([CH3:51])([CH3:49])[CH3:50])([CH3:47])[CH3:46])[C@@H:42]([O:52][Si:53]([C:56]([CH3:59])([CH3:58])[CH3:57])([CH3:55])[CH3:54])[C@H:41]([N:60]2[CH:65]=[CH:64][C:63](=[O:66])[N:62]([CH2:67][C:68]3[CH:73]=[CH:72][C:71]([O:74][CH3:75])=[CH:70][CH:69]=3)[C:61]2=[O:76])[O:40]1)[OH:38])=[O:77])[CH2:10][C:9]([OH:78])=[O:8]. (2) Given the reactants [F:1][C:2]1[CH:7]=[CH:6][C:5]([CH:8]([CH3:12])[C:9](O)=[O:10])=[CH:4][CH:3]=1.B.C1COCC1.Cl, predict the reaction product. The product is: [F:1][C:2]1[CH:3]=[CH:4][C:5]([CH:8]([CH3:12])[CH2:9][OH:10])=[CH:6][CH:7]=1.